Dataset: Reaction yield outcomes from USPTO patents with 853,638 reactions. Task: Predict the reaction yield, written as a fraction of the theoretical maximum amount of product (1.0 means a 100% yield; for example, 0.34 means a 34% yield). The reactants are [CH3:1][C:2](=[O:7])[CH2:3][C:4](=[O:6])[CH3:5].C(N(CC)CC)C.Cl[C:16](=[N:23]O)[C:17]1[CH:22]=[CH:21][CH:20]=[CH:19][CH:18]=1.[Na+].[Cl-]. The catalyst is C(O)C.C(OCC)(=O)C. The product is [CH3:5][C:4]1[O:6][N:23]=[C:16]([C:17]2[CH:22]=[CH:21][CH:20]=[CH:19][CH:18]=2)[C:3]=1[C:2](=[O:7])[CH3:1]. The yield is 1.00.